This data is from Peptide-MHC class II binding affinity with 134,281 pairs from IEDB. The task is: Regression. Given a peptide amino acid sequence and an MHC pseudo amino acid sequence, predict their binding affinity value. This is MHC class II binding data. (1) The peptide sequence is GELQIVDQIDAAFKI. The MHC is DRB1_0404 with pseudo-sequence DRB1_0404. The binding affinity (normalized) is 0.614. (2) The peptide sequence is YDKFLAQVSTVLTGK. The MHC is DRB1_0404 with pseudo-sequence DRB1_0404. The binding affinity (normalized) is 0.681. (3) The peptide sequence is ALTKAITAMSEVQKV. The MHC is HLA-DQA10102-DQB10502 with pseudo-sequence HLA-DQA10102-DQB10502. The binding affinity (normalized) is 0.254.